From a dataset of Peptide-MHC class II binding affinity with 134,281 pairs from IEDB. Regression. Given a peptide amino acid sequence and an MHC pseudo amino acid sequence, predict their binding affinity value. This is MHC class II binding data. (1) The binding affinity (normalized) is 0. The peptide sequence is LLAMAVLAALFAGAW. The MHC is HLA-DPA10201-DPB10501 with pseudo-sequence HLA-DPA10201-DPB10501. (2) The peptide sequence is MIRIIAQGPKATFEA. The MHC is DRB1_1501 with pseudo-sequence DRB1_1501. The binding affinity (normalized) is 0.535. (3) The peptide sequence is AFKVAVTAANAAPAN. The MHC is DRB1_0901 with pseudo-sequence DRB1_0901. The binding affinity (normalized) is 0.665. (4) The peptide sequence is LRLSSLMPCQAPRKS. The MHC is DRB1_1301 with pseudo-sequence DRB1_1301. The binding affinity (normalized) is 0.728. (5) The peptide sequence is KPQEGTVVAVGPGRW. The MHC is DRB1_1101 with pseudo-sequence DRB1_1101. The binding affinity (normalized) is 0. (6) The peptide sequence is MKYLAAFLLLGLAGN. The MHC is DRB1_1201 with pseudo-sequence DRB1_1201. The binding affinity (normalized) is 0.579. (7) The peptide sequence is PVSPGEMRLRDDQRK. The MHC is DRB5_0101 with pseudo-sequence DRB5_0101. The binding affinity (normalized) is 0.559. (8) The peptide sequence is ELRKTYNLLDAVSRH. The MHC is HLA-DPA10301-DPB10402 with pseudo-sequence HLA-DPA10301-DPB10402. The binding affinity (normalized) is 0.362. (9) The peptide sequence is SNLLRAIEAQQHLLQLTVWGIKQL. The MHC is HLA-DQA10501-DQB10201 with pseudo-sequence HLA-DQA10501-DQB10201. The binding affinity (normalized) is 0.432.